From a dataset of Full USPTO retrosynthesis dataset with 1.9M reactions from patents (1976-2016). Predict the reactants needed to synthesize the given product. (1) Given the product [F:23][C:19]1[CH:18]=[C:17]2[C:16](=[C:21]([I:22])[CH:20]=1)[C:15](=[O:14])[N:9]([CH2:8][C:7]1[CH:6]=[CH:5][C:4]([O:3][CH:2]([F:12])[F:1])=[CH:11][CH:10]=1)[CH2:24]2, predict the reactants needed to synthesize it. The reactants are: [F:1][CH:2]([F:12])[O:3][C:4]1[CH:11]=[CH:10][C:7]([CH2:8][NH2:9])=[CH:6][CH:5]=1.C[O:14][C:15](=O)[C:16]1[C:21]([I:22])=[CH:20][C:19]([F:23])=[CH:18][C:17]=1[CH2:24]Br.C([O-])([O-])=O.[K+].[K+]. (2) The reactants are: FC(F)(F)C(O)=O.[CH3:8][CH:9]([CH3:25])[CH2:10][CH2:11][O:12][C:13]1[N:21]=[C:20]2[C:16]([N:17]=[C:18]([O:22][CH3:23])[NH:19]2)=[C:15]([NH2:24])[N:14]=1.C(=O)([O-])[O-].[K+].[K+].Br[CH2:33][CH:34]1[CH2:39][CH2:38][O:37][CH2:36][CH2:35]1. Given the product [CH3:8][CH:9]([CH3:25])[CH2:10][CH2:11][O:12][C:13]1[N:21]=[C:20]2[C:16]([N:17]=[C:18]([O:22][CH3:23])[N:19]2[CH2:33][CH:34]2[CH2:39][CH2:38][O:37][CH2:36][CH2:35]2)=[C:15]([NH2:24])[N:14]=1, predict the reactants needed to synthesize it. (3) Given the product [ClH:33].[ClH:33].[F:1][C:2]1[CH:7]=[CH:6][CH:5]=[CH:4][C:3]=1[C:8]1[CH:13]=[CH:12][N:11]=[C:10]([N:14]2[CH2:15][CH2:16][NH:17][CH2:18][CH2:19]2)[N:9]=1, predict the reactants needed to synthesize it. The reactants are: [F:1][C:2]1[CH:7]=[CH:6][CH:5]=[CH:4][C:3]=1[C:8]1[CH:13]=[CH:12][N:11]=[C:10]([N:14]2[CH2:19][CH2:18][N:17](C(OC(C)(C)C)=O)[CH2:16][CH2:15]2)[N:9]=1.C(OCC)(=O)C.[ClH:33]. (4) Given the product [CH3:19][O:12][C:11](=[O:13])[CH2:10][C:4]1[CH:5]=[CH:6][C:7]([S:8][CH3:9])=[C:2]([Cl:1])[CH:3]=1, predict the reactants needed to synthesize it. The reactants are: [Cl:1][C:2]1[CH:3]=[C:4]([CH2:10][C:11]([OH:13])=[O:12])[CH:5]=[CH:6][C:7]=1[S:8][CH3:9].S(=O)(=O)(O)O.[CH3:19]O. (5) Given the product [Cl:1][C:12]1[CH:13]=[CH:14][C:15]([O:39][CH3:40])=[C:16]([S:18]([NH:21][C:22]2[CH:23]=[C:24]([CH:36]=[CH:37][CH:38]=2)[C:25]([NH:27][C:28]2[CH:33]=[CH:32][C:31]([C:34](=[NH:35])[NH:2][OH:3])=[CH:30][CH:29]=2)=[O:26])(=[O:19])=[O:20])[CH:17]=1, predict the reactants needed to synthesize it. The reactants are: [ClH:1].[NH2:2][OH:3].C(N(CC)CC)C.Cl[C:12]1[CH:13]=[CH:14][C:15]([O:39][CH3:40])=[C:16]([S:18]([NH:21][C:22]2[CH:23]=[C:24]([CH:36]=[CH:37][CH:38]=2)[C:25]([NH:27][C:28]2[CH:33]=[CH:32][C:31]([C:34]#[N:35])=[CH:30][CH:29]=2)=[O:26])(=[O:20])=[O:19])[CH:17]=1. (6) Given the product [C:1]([O:5][C:6]([N:8]1[CH2:13][CH2:12][CH:11]([CH2:14][O:15][C:36]2[N:35]=[N:34][C:33]([CH2:39][CH2:40][CH2:41][CH3:42])=[C:32]([C:29]3[CH:28]=[CH:27][C:26]([O:25][CH2:18][C:19]4[CH:20]=[CH:21][CH:22]=[CH:23][CH:24]=4)=[CH:31][CH:30]=3)[CH:37]=2)[CH2:10][CH2:9]1)=[O:7])([CH3:4])([CH3:3])[CH3:2], predict the reactants needed to synthesize it. The reactants are: [C:1]([O:5][C:6]([N:8]1[CH2:13][CH2:12][CH:11]([CH2:14][OH:15])[CH2:10][CH2:9]1)=[O:7])([CH3:4])([CH3:3])[CH3:2].[H-].[Na+].[CH2:18]([O:25][C:26]1[CH:31]=[CH:30][C:29]([C:32]2[CH:37]=[C:36](Cl)[N:35]=[N:34][C:33]=2[CH2:39][CH2:40][CH2:41][CH3:42])=[CH:28][CH:27]=1)[C:19]1[CH:24]=[CH:23][CH:22]=[CH:21][CH:20]=1.O.